Dataset: Full USPTO retrosynthesis dataset with 1.9M reactions from patents (1976-2016). Task: Predict the reactants needed to synthesize the given product. Given the product [Cl:1][C:2]1[CH:3]=[CH:4][C:5]([C:8]2[C:14]3[C:15]([CH3:19])=[C:16]([CH3:18])[S:17][C:13]=3[N:12]3[C:20]([CH3:23])=[N:21][N:22]=[C:11]3[C:10]3([CH2:25][CH2:24]3)[N:9]=2)=[CH:6][CH:7]=1, predict the reactants needed to synthesize it. The reactants are: [Cl:1][C:2]1[CH:7]=[CH:6][C:5]([C:8]2[C:14]3[C:15]([CH3:19])=[C:16]([CH3:18])[S:17][C:13]=3[N:12]3[C:20]([CH3:23])=[N:21][N:22]=[C:11]3[C@@:10]3([CH2:25][C@H:24]3COC)[N:9]=2)=[CH:4][CH:3]=1.ClC1C=CC(C2C3C(C)=C(C)SC=3NC(=O)C3(CC3)N=2)=CC=1.